Dataset: Reaction yield outcomes from USPTO patents with 853,638 reactions. Task: Predict the reaction yield, written as a fraction of the theoretical maximum amount of product (1.0 means a 100% yield; for example, 0.34 means a 34% yield). The reactants are CCN=C=NCCCN(C)C.[OH:12][CH2:13][C:14]1[N:18]2[C:19](=[O:35])[N:20]([CH:22]3[CH2:27][CH2:26][N:25]([C:28]([O:30][C:31]([CH3:34])([CH3:33])[CH3:32])=[O:29])[CH2:24][CH2:23]3)[CH2:21][C:17]2=[CH:16][N:15]=1.[C:36]([NH:39][CH2:40][CH2:41][CH2:42][C:43](O)=[O:44])(=[O:38])[CH3:37].CN(C1C=CC=CN=1)C. The product is [C:36]([NH:39][CH2:40][CH2:41][CH2:42][C:43]([O:12][CH2:13][C:14]1[N:18]2[C:19](=[O:35])[N:20]([CH:22]3[CH2:23][CH2:24][N:25]([C:28]([O:30][C:31]([CH3:32])([CH3:34])[CH3:33])=[O:29])[CH2:26][CH2:27]3)[CH2:21][C:17]2=[CH:16][N:15]=1)=[O:44])(=[O:38])[CH3:37]. The yield is 0.680. The catalyst is ClCCl.C(#N)C.